Dataset: Full USPTO retrosynthesis dataset with 1.9M reactions from patents (1976-2016). Task: Predict the reactants needed to synthesize the given product. (1) The reactants are: [C:1]([C:5]1[N:6]=[C:7]([N:16]2[CH2:20][CH2:19][C:18]([F:22])([F:21])[CH2:17]2)[C:8]2[C:9](=[N:11][N:12]([CH2:14][CH3:15])[N:13]=2)[N:10]=1)([CH3:4])([CH3:3])[CH3:2].C(C1N=C(N2CCC(F)(F)C2)C2N=NNC=2N=1)(C)(C)C.BrCC1[CH:50]=[C:49]([F:51])[CH:48]=[CH:47][C:46]=1[Cl:52]. Given the product [C:1]([C:5]1[N:6]=[C:7]([N:16]2[CH2:20][CH2:19][C:18]([F:21])([F:22])[CH2:17]2)[C:8]2[C:9](=[N:11][N:12]([CH2:14][C:15]3[CH:50]=[C:49]([F:51])[CH:48]=[CH:47][C:46]=3[Cl:52])[N:13]=2)[N:10]=1)([CH3:2])([CH3:3])[CH3:4], predict the reactants needed to synthesize it. (2) Given the product [NH2:1][C:2]1[N:3]=[C:4]([C:11]2[CH:12]=[N:13][CH:14]=[C:15]([O:17][CH3:18])[CH:16]=2)[C:5]2[C:9]([NH2:10])=[C:20]([C:21]([NH2:23])=[O:22])[S:19][C:6]=2[N:7]=1, predict the reactants needed to synthesize it. The reactants are: [NH2:1][C:2]1[N:7]=[C:6](Cl)[C:5]([C:9]#[N:10])=[C:4]([C:11]2[CH:12]=[N:13][CH:14]=[C:15]([O:17][CH3:18])[CH:16]=2)[N:3]=1.[SH:19][CH2:20][C:21]([NH2:23])=[O:22].C(N(C(C)C)CC)(C)C.C[O-].[Na+]. (3) Given the product [Br:28][C:24]1[C:23]([NH:10][C:7]2[CH:6]=[C:5]([O:4][CH:1]([CH3:3])[CH3:2])[NH:9][N:8]=2)=[N:22][C:21]([Cl:20])=[N:26][CH:25]=1, predict the reactants needed to synthesize it. The reactants are: [CH:1]([O:4][C:5]1[NH:9][N:8]=[C:7]([NH2:10])[CH:6]=1)([CH3:3])[CH3:2].CCN(C(C)C)C(C)C.[Cl:20][C:21]1[N:26]=[C:25](Cl)[C:24]([Br:28])=[CH:23][N:22]=1. (4) Given the product [C:1]1([CH:9]=[CH:10][C:11]2[CH:17]=[CH:16][C:14]([OH:15])=[CH:13][CH:12]=2)[CH:8]=[C:6]([OH:7])[CH:5]=[C:3]([OH:4])[CH:2]=1, predict the reactants needed to synthesize it. The reactants are: [C:1]1(/[CH:9]=[CH:10]/[C:11]2[CH:17]=[CH:16][C:14]([OH:15])=[CH:13][CH:12]=2)[CH:8]=[C:6]([OH:7])[CH:5]=[C:3]([OH:4])[CH:2]=1.C1C(/C=C/C2C=C(O[C@@H]3O[C@H](CO)[C@@H](O)[C@H](O)[C@H]3O)C=C(O)C=2)=CC=C(O)C=1. (5) Given the product [C:15]([O:19][C:20]([NH:21]/[N:22]=[C:10]1/[CH2:9][N:8]([C:1]([O:3][C:4]([CH3:7])([CH3:6])[CH3:5])=[O:2])[CH2:13][CH2:12][CH2:11]/1)=[O:23])([CH3:18])([CH3:17])[CH3:16], predict the reactants needed to synthesize it. The reactants are: [C:1]([N:8]1[CH2:13][CH2:12][CH2:11][C:10](=O)[CH2:9]1)([O:3][C:4]([CH3:7])([CH3:6])[CH3:5])=[O:2].[C:15]([O:19][C:20](=[O:23])[NH:21][NH2:22])([CH3:18])([CH3:17])[CH3:16].